Dataset: Full USPTO retrosynthesis dataset with 1.9M reactions from patents (1976-2016). Task: Predict the reactants needed to synthesize the given product. (1) Given the product [CH3:4][O:3][CH2:2][O:23][C:16]1[CH:17]=[CH:18][C:19]2[C@@H:20]3[C@@H:11]([C@H:12]([CH2:24][CH2:25][CH2:26][CH2:27][O:28][CH2:29][CH2:30][O:31][CH2:32][CH2:33][O:34][CH2:35][CH2:36][O:37][CH2:38][CH2:39][O:40][CH2:41][C:42]4[CH:43]=[CH:44][CH:45]=[CH:46][CH:47]=4)[CH2:13][C:14]=2[CH:15]=1)[C@H:10]1[C@@:6]([CH3:5])([C@@H:7]([O:48][CH2:60][O:61][CH3:62])[CH2:8][CH2:9]1)[CH2:22][CH2:21]3, predict the reactants needed to synthesize it. The reactants are: Cl[CH2:2][O:3][CH3:4].[CH3:5][C@:6]12[CH2:22][CH2:21][C@H:20]3[C@@H:11]([C@H:12]([CH2:24][CH2:25][CH2:26][CH2:27][O:28][CH2:29][CH2:30][O:31][CH2:32][CH2:33][O:34][CH2:35][CH2:36][O:37][CH2:38][CH2:39][O:40][CH2:41][C:42]4[CH:47]=[CH:46][CH:45]=[CH:44][CH:43]=4)[CH2:13][C:14]4[CH:15]=[C:16]([OH:23])[CH:17]=[CH:18][C:19]=43)[C@@H:10]1[CH2:9][CH2:8][C@@H:7]2[OH:48].CCN(C(C)C)C(C)C.C1[CH2:62][O:61][CH2:60]C1. (2) Given the product [CH3:1][O:2][C:3]1([C:10]2[CH:37]=[CH:36][C:35]([C:38]([F:41])([F:39])[F:40])=[CH:34][C:11]=2[CH2:12][N:13]([CH2:19][C:20]2[CH:21]=[C:22]([C:30]([F:33])([F:32])[F:31])[CH:23]=[C:24]([C:26]([F:28])([F:27])[F:29])[CH:25]=2)[C:14]2[N:15]=[N:16][N:17]([CH3:42])[N:18]=2)[CH2:4][CH2:5][CH2:6][CH2:7][CH2:8][CH2:9]1, predict the reactants needed to synthesize it. The reactants are: [CH3:1][O:2][C:3]1([C:10]2[CH:37]=[CH:36][C:35]([C:38]([F:41])([F:40])[F:39])=[CH:34][C:11]=2[CH2:12][N:13]([CH2:19][C:20]2[CH:25]=[C:24]([C:26]([F:29])([F:28])[F:27])[CH:23]=[C:22]([C:30]([F:33])([F:32])[F:31])[CH:21]=2)[C:14]2[N:15]=[N:16][NH:17][N:18]=2)[CH2:9][CH2:8][CH2:7][CH2:6][CH2:5][CH2:4]1.[C:42](=O)([O-])[O-].[Na+].[Na+].CN(C)C=O.S(OC)(OC)(=O)=O. (3) Given the product [CH3:5][C@H:4]1[C:6](=[O:22])[N:7]([C:8]2[CH:13]=[CH:12][C:11]([N:14]3[CH2:19][CH2:18][O:17][CH2:16][C:15]3=[O:20])=[C:10]([CH3:21])[CH:9]=2)[CH2:2][C@@H:3]1[NH:23][C:24](=[O:33])[O:25][CH2:26][C:27]1[CH:32]=[CH:31][CH:30]=[CH:29][CH:28]=1, predict the reactants needed to synthesize it. The reactants are: O[CH2:2][C@H:3]([NH:23][C:24](=[O:33])[O:25][CH2:26][C:27]1[CH:32]=[CH:31][CH:30]=[CH:29][CH:28]=1)[C@H:4]([C:6](=[O:22])[NH:7][C:8]1[CH:13]=[CH:12][C:11]([N:14]2[CH2:19][CH2:18][O:17][CH2:16][C:15]2=[O:20])=[C:10]([CH3:21])[CH:9]=1)[CH3:5].N(C(OC(C)(C)C)=O)=NC(OC(C)(C)C)=O.C(P(CCCC)CCCC)CCC. (4) Given the product [C:1]([O:5][C:6]([NH:8][C@H:9]([C:14]1[CH:19]=[CH:18][C:17]([O:20][CH2:21][CH:22]([CH3:23])[CH2:25][CH2:26][CH3:27])=[CH:16][CH:15]=1)[C:10]([O:12][CH3:13])=[O:11])=[O:7])([CH3:4])([CH3:2])[CH3:3], predict the reactants needed to synthesize it. The reactants are: [C:1]([O:5][C:6]([NH:8][C@H:9]([C:14]1[CH:19]=[CH:18][C:17]([OH:20])=[CH:16][CH:15]=1)[C:10]([O:12][CH3:13])=[O:11])=[O:7])([CH3:4])([CH3:3])[CH3:2].[CH3:21][CH:22]([CH2:25][CH2:26][CH3:27])[CH2:23]O.C1(P(C2C=CC=CC=2)C2C=CC=CC=2)C=CC=CC=1.CCOC(/N=N/C(OCC)=O)=O. (5) Given the product [CH2:29]([O:28][C:21]1[CH:20]=[C:19]([C:13]2[C:14]([CH3:18])([CH3:17])[C:15](=[O:16])[N:11]([CH:8]3[CH2:9][CH2:10][N:5]([C:3](=[O:4])[CH2:2][N:35]4[C:31](=[O:37])[CH2:32][CH2:33][C:34]4=[O:36])[CH2:6][CH2:7]3)[N:12]=2)[CH:24]=[CH:23][C:22]=1[O:25][CH2:26][CH3:27])[CH3:30], predict the reactants needed to synthesize it. The reactants are: Cl[CH2:2][C:3]([N:5]1[CH2:10][CH2:9][CH:8]([N:11]2[C:15](=[O:16])[C:14]([CH3:18])([CH3:17])[C:13]([C:19]3[CH:24]=[CH:23][C:22]([O:25][CH2:26][CH3:27])=[C:21]([O:28][CH2:29][CH3:30])[CH:20]=3)=[N:12]2)[CH2:7][CH2:6]1)=[O:4].[C:31]1(=[O:37])[NH:35][C:34](=[O:36])[CH2:33][CH2:32]1. (6) Given the product [NH2:16][CH2:15][CH2:14][CH:13]([NH:12][S:9]([C:3]1[CH:4]=[CH:5][C:6]([F:8])=[CH:7][C:2]=1[Cl:1])(=[O:11])=[O:10])[CH3:24], predict the reactants needed to synthesize it. The reactants are: [Cl:1][C:2]1[CH:7]=[C:6]([F:8])[CH:5]=[CH:4][C:3]=1[S:9]([NH:12][CH:13]([CH3:24])[CH2:14][CH2:15][NH:16]C(=O)OC(C)(C)C)(=[O:11])=[O:10].Cl.O1CCOCC1.S1C2C=CC=CC=2C=C1C(N[C@H](C(O)=O)CC(C)C)=O.C1C=C2C(N(O)N=NC2=CC=1)=O.CN1CCOCC1.CCN=C=NCCCN(C)C.Cl. (7) Given the product [C:1]([O:6][CH2:7][CH2:8][CH2:9][CH2:10][CH2:11][CH2:12][CH2:13][CH3:14])(=[O:5])[C:2]([CH3:4])=[O:3], predict the reactants needed to synthesize it. The reactants are: [C:1]([OH:6])(=[O:5])[C:2]([CH3:4])=[O:3].[CH2:7](O)[CH2:8][CH2:9][CH2:10][CH2:11][CH2:12][CH2:13][CH3:14].